From a dataset of Forward reaction prediction with 1.9M reactions from USPTO patents (1976-2016). Predict the product of the given reaction. (1) Given the reactants [Cl:1][C:2]1[CH:15]=[CH:14][C:5]([CH2:6][NH:7][C@H:8]([CH3:13])[CH2:9][C:10]([OH:12])=O)=[C:4]([F:16])[C:3]=1[O:17][C:18]1[CH:23]=[CH:22][CH:21]=[CH:20][CH:19]=1.C(N(C(C)C)CC)(C)C.[NH2:33][CH2:34][CH2:35][NH:36]C(=O)OC(C)(C)C.F[P-](F)(F)(F)(F)F.N1(OC(N(C)C)=[N+](C)C)C2N=CC=CC=2N=N1, predict the reaction product. The product is: [ClH:1].[ClH:1].[NH2:33][CH2:34][CH2:35][NH:36][C:10](=[O:12])[CH2:9][C@H:8]([NH:7][CH2:6][C:5]1[CH:14]=[CH:15][C:2]([Cl:1])=[C:3]([O:17][C:18]2[CH:23]=[CH:22][CH:21]=[CH:20][CH:19]=2)[C:4]=1[F:16])[CH3:13]. (2) The product is: [CH3:20][C:15]1([CH3:21])[C:16]([CH3:19])([CH3:18])[O:17][B:13]([C:2]2[CH:3]=[CH:4][C:5]([N:8]3[CH:12]=[N:11][CH:10]=[N:9]3)=[N:6][CH:7]=2)[O:14]1. Given the reactants Br[C:2]1[CH:3]=[CH:4][C:5]([N:8]2[CH:12]=[N:11][CH:10]=[N:9]2)=[N:6][CH:7]=1.[B:13]1([B:13]2[O:17][C:16]([CH3:19])([CH3:18])[C:15]([CH3:21])([CH3:20])[O:14]2)[O:17][C:16]([CH3:19])([CH3:18])[C:15]([CH3:21])([CH3:20])[O:14]1.CC([O-])=O.[K+], predict the reaction product. (3) Given the reactants CC1(C)C(C)(C)OB([C:9]2[CH:14]=[CH:13][C:12]([C:15]3([C:21]#[N:22])[CH2:20][CH2:19][O:18][CH2:17][CH2:16]3)=[CH:11][CH:10]=2)O1.C([O-])([O-])=O.[Na+].[Na+].Br[C:31]1[N:32]=[CH:33][C:34]([NH2:37])=[N:35][CH:36]=1, predict the reaction product. The product is: [NH2:37][C:34]1[N:35]=[CH:36][C:31]([C:9]2[CH:10]=[CH:11][C:12]([C:15]3([C:21]#[N:22])[CH2:16][CH2:17][O:18][CH2:19][CH2:20]3)=[CH:13][CH:14]=2)=[N:32][CH:33]=1. (4) Given the reactants [C:1]([O:5][C:6]([N:8]1[CH2:13][CH2:12][CH:11]([C:14]2[NH:15][CH:16]=[C:17]([C:19]3[CH:24]=[CH:23][C:22]([F:25])=[C:21]([C:26]([F:29])([F:28])[F:27])[CH:20]=3)[N:18]=2)[CH:10]([F:30])[CH2:9]1)=[O:7])([CH3:4])([CH3:3])[CH3:2].CN(C=O)C.[H-].[Na+].[C:38]([O:42][C:43](=[O:48])[NH:44][CH2:45][CH2:46]Br)([CH3:41])([CH3:40])[CH3:39], predict the reaction product. The product is: [C:1]([O:5][C:6]([N:8]1[CH2:13][CH2:12][CH:11]([C:14]2[N:15]([CH2:46][CH2:45][NH:44][C:43]([O:42][C:38]([CH3:41])([CH3:40])[CH3:39])=[O:48])[CH:16]=[C:17]([C:19]3[CH:24]=[CH:23][C:22]([F:25])=[C:21]([C:26]([F:27])([F:29])[F:28])[CH:20]=3)[N:18]=2)[CH:10]([F:30])[CH2:9]1)=[O:7])([CH3:4])([CH3:2])[CH3:3]. (5) Given the reactants [C:1]([O:5][C:6]([N:8]1[CH2:13][CH2:12][C:11](=O)[CH:10]([O:15][CH3:16])[CH2:9]1)=[O:7])([CH3:4])([CH3:3])[CH3:2].[CH:17]1([NH2:20])[CH2:19][CH2:18]1, predict the reaction product. The product is: [C:1]([O:5][C:6]([N:8]1[CH2:13][CH2:12][CH:11]([NH:20][CH:17]2[CH2:19][CH2:18]2)[CH:10]([O:15][CH3:16])[CH2:9]1)=[O:7])([CH3:4])([CH3:3])[CH3:2]. (6) The product is: [Br:1][C:2]1[CH:3]=[C:4]2[C:8](=[CH:9][CH:10]=1)[C:7](=[O:11])[N:6]([C:12]1([C:13]([O:15][CH3:16])=[O:14])[CH2:17][CH2:19][CH2:22][CH2:21]1)[CH2:5]2. Given the reactants [Br:1][C:2]1[CH:3]=[C:4]2[C:8](=[CH:9][CH:10]=1)[C:7](=[O:11])[N:6]([C@H:12]([CH:17]([CH3:19])C)[C:13]([O:15][CH3:16])=[O:14])[CH2:5]2.Br[C:21]1C=CC(C(OC)=O)=C(CBr)[CH:22]=1.Cl.NC1(C(OC)=O)CCCC1, predict the reaction product. (7) Given the reactants [Cl:1][C:2]1[CH:7]=[CH:6][C:5]([Cl:8])=[CH:4][C:3]=1[C:9]1[C:10]2[C:26](=[O:27])[N:25]([CH3:28])[CH2:24][C:11]=2[N:12]([CH2:16][C:17]([O:19]C(C)(C)C)=[O:18])[C:13](=[O:15])[CH:14]=1.C(O)(C(F)(F)F)=O, predict the reaction product. The product is: [Cl:1][C:2]1[CH:7]=[CH:6][C:5]([Cl:8])=[CH:4][C:3]=1[C:9]1[C:10]2[C:26](=[O:27])[N:25]([CH3:28])[CH2:24][C:11]=2[N:12]([CH2:16][C:17]([OH:19])=[O:18])[C:13](=[O:15])[CH:14]=1. (8) Given the reactants C([O:3][C:4]([C:6]1[O:7][C:8]2[C:13]([C:14](=[O:16])[CH:15]=1)=[CH:12][C:11]([O:17][CH3:18])=[CH:10][C:9]=2[N:19]1[CH2:24][CH2:23][N:22]([CH3:25])[CH2:21][CH2:20]1)=[O:5])C.CO.[ClH:28], predict the reaction product. The product is: [ClH:28].[CH3:18][O:17][C:11]1[CH:12]=[C:13]2[C:8](=[C:9]([N:19]3[CH2:24][CH2:23][N:22]([CH3:25])[CH2:21][CH2:20]3)[CH:10]=1)[O:7][C:6]([C:4]([OH:5])=[O:3])=[CH:15][C:14]2=[O:16]. (9) Given the reactants [CH3:1][N:2]1[C:7](=[O:8])[C:6]([C:9]2[N:13]([C:14]3[CH:21]=[CH:20][C:17]([C:18]#[N:19])=[CH:16][CH:15]=3)[N:12]=[CH:11][CH:10]=2)=[C:5]([CH3:22])[N:4]([C:23]2[CH:28]=[CH:27][CH:26]=[C:25]([C:29]([F:32])([F:31])[F:30])[CH:24]=2)[C:3]1=[O:33].[B-](F)(F)(F)[F:35].[B-](F)(F)(F)F.C1[N+]2(CCl)CC[N+](F)(CC2)C1.Cl.C(OCC)(=O)C, predict the reaction product. The product is: [CH3:1][N:2]1[C:7](=[O:8])[C:6]([C:9]2[N:13]([C:14]3[CH:15]=[CH:16][C:17]([C:18]#[N:19])=[CH:20][CH:21]=3)[N:12]=[CH:11][C:10]=2[F:35])=[C:5]([CH3:22])[N:4]([C:23]2[CH:28]=[CH:27][CH:26]=[C:25]([C:29]([F:30])([F:31])[F:32])[CH:24]=2)[C:3]1=[O:33].